The task is: Regression. Given a peptide amino acid sequence and an MHC pseudo amino acid sequence, predict their binding affinity value. This is MHC class I binding data.. This data is from Peptide-MHC class I binding affinity with 185,985 pairs from IEDB/IMGT. The peptide sequence is TSADQQSLY. The MHC is SLA-10701 with pseudo-sequence SLA-10701. The binding affinity (normalized) is 0.383.